From a dataset of Full USPTO retrosynthesis dataset with 1.9M reactions from patents (1976-2016). Predict the reactants needed to synthesize the given product. (1) The reactants are: Cl.Cl.[NH:3]1[CH2:8][CH2:7][CH2:6][C@@H:5]([CH2:9][N:10]2[CH2:15][CH2:14][N:13]([C:16]([O:18][CH2:19][C:20]3[CH:25]=[CH:24][CH:23]=[CH:22][CH:21]=3)=[O:17])[CH2:12][CH2:11]2)[CH2:4]1.C(N([CH:32]([CH3:34])[CH3:33])CC)(C)C.C(OC1(O[Si](C)(C)C)CC1)C.C([BH3-])#N.[Na+]. Given the product [CH:32]1([N:3]2[CH2:8][CH2:7][CH2:6][C@H:5]([CH2:9][N:10]3[CH2:11][CH2:12][N:13]([C:16]([O:18][CH2:19][C:20]4[CH:21]=[CH:22][CH:23]=[CH:24][CH:25]=4)=[O:17])[CH2:14][CH2:15]3)[CH2:4]2)[CH2:34][CH2:33]1, predict the reactants needed to synthesize it. (2) Given the product [CH2:5]([O:12][C:13]([NH:15][C@@H:16]([CH2:20][N:21]([C:28]1[CH:29]=[CH:30][CH:31]=[CH:32][CH:33]=1)[C:22]1[CH:23]=[CH:24][CH:25]=[CH:26][CH:27]=1)[C:17]([O:19][CH3:34])=[O:18])=[O:14])[C:6]1[CH:7]=[CH:8][CH:9]=[CH:10][CH:11]=1, predict the reactants needed to synthesize it. The reactants are: S(Cl)(Cl)=O.[CH2:5]([O:12][C:13]([NH:15][C@@H:16]([CH2:20][N:21]([C:28]1[CH:33]=[CH:32][CH:31]=[CH:30][CH:29]=1)[C:22]1[CH:27]=[CH:26][CH:25]=[CH:24][CH:23]=1)[C:17]([OH:19])=[O:18])=[O:14])[C:6]1[CH:11]=[CH:10][CH:9]=[CH:8][CH:7]=1.[CH3:34]O.